This data is from Reaction yield outcomes from USPTO patents with 853,638 reactions. The task is: Predict the reaction yield, written as a fraction of the theoretical maximum amount of product (1.0 means a 100% yield; for example, 0.34 means a 34% yield). (1) The reactants are [C:1]([O:7][C:8]([CH3:11])([CH3:10])[CH3:9])(=[O:6])[CH2:2][C:3]([CH3:5])=O.[F:12][C:13]1[CH:20]=[CH:19][C:16]([CH:17]=O)=[CH:15][CH:14]=1.[NH4+:21].[OH-:22]. The catalyst is CCO.C(Cl)Cl. The product is [F:12][C:13]1[CH:20]=[CH:19][C:16]([CH:17]2[C:2]([C:1]([O:7][C:8]([CH3:11])([CH3:10])[CH3:9])=[O:6])=[C:3]([CH3:5])[NH:21][C:3]([CH3:5])=[C:2]2[C:1]([O:7][C:8]([CH3:11])([CH3:10])[CH3:9])=[O:22])=[CH:15][CH:14]=1. The yield is 0.380. (2) The reactants are [C:1]([O:4][C:5]1[CH:10]=[CH:9][C:8](I)=[CH:7][CH:6]=1)(=[O:3])[CH3:2].[C:12]([C:14]1[O:15][C:16]2[CH:22]=[C:21]([O:23][CH3:24])[CH:20]=[CH:19][C:17]=2[CH:18]=1)#[CH:13].BrC1C=CC(S(NC2CCC3CC2C3(C)C)(=O)=O)=CC=1.C(O)CC#C. No catalyst specified. The product is [C:1]([O:4][C:5]1[CH:10]=[CH:9][C:8]([C:13]#[C:12][C:14]2[O:15][C:16]3[CH:22]=[C:21]([O:23][CH3:24])[CH:20]=[CH:19][C:17]=3[CH:18]=2)=[CH:7][CH:6]=1)(=[O:3])[CH3:2]. The yield is 0.560.